Dataset: Peptide-MHC class I binding affinity with 185,985 pairs from IEDB/IMGT. Task: Regression. Given a peptide amino acid sequence and an MHC pseudo amino acid sequence, predict their binding affinity value. This is MHC class I binding data. (1) The peptide sequence is AVFKDSFLRK. The MHC is HLA-A03:01 with pseudo-sequence HLA-A03:01. The binding affinity (normalized) is 0.894. (2) The MHC is HLA-A29:02 with pseudo-sequence HLA-A29:02. The peptide sequence is SLVIVTTFV. The binding affinity (normalized) is 0.0741. (3) The peptide sequence is PDFELLLSL. The MHC is HLA-B44:03 with pseudo-sequence HLA-B44:03. The binding affinity (normalized) is 0.0309. (4) The peptide sequence is RQHGFTPSK. The MHC is HLA-A02:01 with pseudo-sequence HLA-A02:01. The binding affinity (normalized) is 0.0847. (5) The peptide sequence is YIITCCLFA. The MHC is HLA-A80:01 with pseudo-sequence HLA-A80:01. The binding affinity (normalized) is 0.0847. (6) The peptide sequence is ESASKSASVY. The MHC is HLA-A29:02 with pseudo-sequence HLA-A29:02. The binding affinity (normalized) is 0.453. (7) The peptide sequence is LSPGALVVGVV. The MHC is Mamu-A01 with pseudo-sequence Mamu-A01. The binding affinity (normalized) is 0.991.